Dataset: Peptide-MHC class II binding affinity with 134,281 pairs from IEDB. Task: Regression. Given a peptide amino acid sequence and an MHC pseudo amino acid sequence, predict their binding affinity value. This is MHC class II binding data. The peptide sequence is GDGFIDFNEFISFCN. The MHC is DRB1_1001 with pseudo-sequence DRB1_1001. The binding affinity (normalized) is 0.471.